Predict the reaction yield, written as a fraction of the theoretical maximum amount of product (1.0 means a 100% yield; for example, 0.34 means a 34% yield). From a dataset of Reaction yield outcomes from USPTO patents with 853,638 reactions. (1) The reactants are [CH:1]1([NH:4][S:5]([C:8]2[CH:9]=[N:10][N:11]3[C:16]([NH:17][C:18]4[CH:23]=[CH:22][C:21]([F:24])=[CH:20][C:19]=4[CH3:25])=[C:15]([C:26](OCC)=[O:27])[CH:14]=[N:13][C:12]=23)(=[O:7])=[O:6])[CH2:3][CH2:2]1.Cl.[F:32][C:33]1[CH:38]=[CH:37][C:36]([CH:39]2[CH2:44][CH2:43][NH:42][CH2:41][CH2:40]2)=[CH:35][CH:34]=1. No catalyst specified. The product is [CH:1]1([NH:4][S:5]([C:8]2[CH:9]=[N:10][N:11]3[C:16]([NH:17][C:18]4[CH:23]=[CH:22][C:21]([F:24])=[CH:20][C:19]=4[CH3:25])=[C:15]([C:26]([N:42]4[CH2:43][CH2:44][CH:39]([C:36]5[CH:35]=[CH:34][C:33]([F:32])=[CH:38][CH:37]=5)[CH2:40][CH2:41]4)=[O:27])[CH:14]=[N:13][C:12]=23)(=[O:7])=[O:6])[CH2:2][CH2:3]1. The yield is 0.0300. (2) The reactants are [CH2:1]=[CH:2][CH2:3][CH2:4][CH2:5][CH2:6][CH2:7][CH2:8][CH2:9][CH3:10].[Cl:11][SiH:12]([Cl:14])[Cl:13]. The catalyst is [Cl-].C([P+](CCCC)(CCCC)CCCC)CCC. The product is [Cl:11][Si:12]([Cl:14])([Cl:13])[CH2:1][CH:2]([Si:12]([Cl:14])([Cl:13])[Cl:11])[CH2:3][CH2:4][CH2:5][CH2:6][CH2:7][CH2:8][CH2:9][CH3:10]. The yield is 0.770. (3) The reactants are [Cl-].O[NH3+:3].[C:4](=[O:7])([O-])[OH:5].[Na+].CS(C)=O.[C:13]([O:17][C:18]1[CH:23]=[CH:22][C:21]([N:24]2[C:29](=[O:30])[C:28]([CH2:31][C:32]3[CH:37]=[CH:36][C:35]([C:38]4[C:39]([C:44]#[N:45])=[CH:40][CH:41]=[CH:42][CH:43]=4)=[CH:34][CH:33]=3)=[C:27]([CH2:46][CH2:47][CH2:48][CH3:49])[N:26]=[C:25]2[CH3:50])=[CH:20][CH:19]=1)([CH3:16])([CH3:15])[CH3:14]. The catalyst is O. The product is [C:13]([O:17][C:18]1[CH:19]=[CH:20][C:21]([N:24]2[C:29](=[O:30])[C:28]([CH2:31][C:32]3[CH:33]=[CH:34][C:35]([C:38]4[CH:43]=[CH:42][CH:41]=[CH:40][C:39]=4[C:44]4[NH:3][C:4](=[O:7])[O:5][N:45]=4)=[CH:36][CH:37]=3)=[C:27]([CH2:46][CH2:47][CH2:48][CH3:49])[N:26]=[C:25]2[CH3:50])=[CH:22][CH:23]=1)([CH3:16])([CH3:15])[CH3:14]. The yield is 0.480. (4) The reactants are C([O:3][C:4]([C:6]1[C:7]([C:12]2[CH:17]=[CH:16][C:15]([F:18])=[CH:14][CH:13]=2)=[N:8][O:9][C:10]=1[CH3:11])=O)C.C(OC(C1C(C2C=CC=C(F)C=2)=NOC=1C)=O)C. No catalyst specified. The product is [F:18][C:15]1[CH:14]=[CH:13][C:12]([C:7]2[C:6]([CH2:4][OH:3])=[C:10]([CH3:11])[O:9][N:8]=2)=[CH:17][CH:16]=1. The yield is 0.710. (5) The reactants are [Br:1][C:2]1[CH:7]=[CH:6][C:5]([CH2:8][CH2:9][C:10]([N:12]2[CH2:17][CH2:16][O:15][CH2:14][CH2:13]2)=O)=[CH:4][CH:3]=1.CSC.C(OCC)C.Cl. The catalyst is C1COCC1. The product is [Br:1][C:2]1[CH:7]=[CH:6][C:5]([CH2:8][CH2:9][CH2:10][N:12]2[CH2:13][CH2:14][O:15][CH2:16][CH2:17]2)=[CH:4][CH:3]=1. The yield is 0.780.